This data is from Peptide-MHC class I binding affinity with 185,985 pairs from IEDB/IMGT. The task is: Regression. Given a peptide amino acid sequence and an MHC pseudo amino acid sequence, predict their binding affinity value. This is MHC class I binding data. (1) The peptide sequence is ESMMGSTAM. The MHC is HLA-B07:02 with pseudo-sequence HLA-B07:02. The binding affinity (normalized) is 0.468. (2) The peptide sequence is ATISYRIKL. The MHC is HLA-B58:01 with pseudo-sequence HLA-B58:01. The binding affinity (normalized) is 0.0847.